This data is from NCI-60 drug combinations with 297,098 pairs across 59 cell lines. The task is: Regression. Given two drug SMILES strings and cell line genomic features, predict the synergy score measuring deviation from expected non-interaction effect. (1) Synergy scores: CSS=52.8, Synergy_ZIP=0.176, Synergy_Bliss=4.48, Synergy_Loewe=-24.5, Synergy_HSA=2.94. Drug 2: CC1C(C(CC(O1)OC2CC(CC3=C2C(=C4C(=C3O)C(=O)C5=C(C4=O)C(=CC=C5)OC)O)(C(=O)CO)O)N)O.Cl. Cell line: SK-MEL-2. Drug 1: C1=NNC2=C1C(=O)NC=N2. (2) Drug 1: COC1=CC(=CC(=C1O)OC)C2C3C(COC3=O)C(C4=CC5=C(C=C24)OCO5)OC6C(C(C7C(O6)COC(O7)C8=CC=CS8)O)O. Drug 2: C1=NC2=C(N=C(N=C2N1C3C(C(C(O3)CO)O)F)Cl)N. Cell line: MCF7. Synergy scores: CSS=40.1, Synergy_ZIP=-4.39, Synergy_Bliss=-1.47, Synergy_Loewe=0.0349, Synergy_HSA=1.44. (3) Drug 1: CNC(=O)C1=CC=CC=C1SC2=CC3=C(C=C2)C(=NN3)C=CC4=CC=CC=N4. Cell line: SNB-19. Synergy scores: CSS=6.31, Synergy_ZIP=1.50, Synergy_Bliss=2.80, Synergy_Loewe=0.751, Synergy_HSA=2.26. Drug 2: CC1CCCC2(C(O2)CC(NC(=O)CC(C(C(=O)C(C1O)C)(C)C)O)C(=CC3=CSC(=N3)C)C)C. (4) Drug 1: CC12CCC(CC1=CCC3C2CCC4(C3CC=C4C5=CN=CC=C5)C)O. Drug 2: CC12CCC3C(C1CCC2O)C(CC4=C3C=CC(=C4)O)CCCCCCCCCS(=O)CCCC(C(F)(F)F)(F)F. Cell line: 786-0. Synergy scores: CSS=12.1, Synergy_ZIP=0.340, Synergy_Bliss=6.81, Synergy_Loewe=1.24, Synergy_HSA=5.36.